From a dataset of CYP2C19 inhibition data for predicting drug metabolism from PubChem BioAssay. Regression/Classification. Given a drug SMILES string, predict its absorption, distribution, metabolism, or excretion properties. Task type varies by dataset: regression for continuous measurements (e.g., permeability, clearance, half-life) or binary classification for categorical outcomes (e.g., BBB penetration, CYP inhibition). Dataset: cyp2c19_veith. The molecule is O=C(CCN1CCN(c2ccccc2F)CC1)Nc1ccccc1F. The result is 1 (inhibitor).